This data is from Catalyst prediction with 721,799 reactions and 888 catalyst types from USPTO. The task is: Predict which catalyst facilitates the given reaction. (1) Reactant: Br[C:2]1[S:10][C:9]2[C:8](=[O:11])[NH:7][C:6]([C:12]3[CH:17]=[CH:16][CH:15]=[CH:14][C:13]=3[Cl:18])=[N:5][C:4]=2[CH:3]=1.[CH3:19][C:20]1[C:24](B2OC(C)(C)C(C)(C)O2)=[CH:23][N:22](C(OC(C)(C)C)=O)[N:21]=1.C(=O)([O-])[O-].[Na+].[Na+].COCCOC. Product: [Cl:18][C:13]1[CH:14]=[CH:15][CH:16]=[CH:17][C:12]=1[C:6]1[NH:7][C:8](=[O:11])[C:9]2[S:10][C:2]([C:24]3[CH:23]=[N:22][NH:21][C:20]=3[CH3:19])=[CH:3][C:4]=2[N:5]=1. The catalyst class is: 6. (2) Reactant: [CH2:1]([C:3]1[N:7]2[C:8]3[CH:9]=[C:10]([C:17]4[CH:22]=[CH:21][CH:20]=[CH:19][CH:18]=4)[C:11](=O)[NH:12][C:13]=3[CH:14]=[CH:15][C:6]2=[N:5][N:4]=1)[CH3:2].O=P(Cl)(Cl)[Cl:25]. Product: [Cl:25][C:11]1[N:12]=[C:13]2[C:8](=[CH:9][C:10]=1[C:17]1[CH:22]=[CH:21][CH:20]=[CH:19][CH:18]=1)[N:7]1[C:3]([CH2:1][CH3:2])=[N:4][N:5]=[C:6]1[CH:15]=[CH:14]2. The catalyst class is: 10. (3) Reactant: [OH:1][C@@H:2]1[CH2:17][N:5]2[CH2:6][CH2:7][N:8]([C:10]([O:12][C:13]([CH3:16])([CH3:15])[CH3:14])=[O:11])[CH2:9][C@@H:4]2[CH2:3]1.CC(C)([O-])C.[K+].Br[C:25]1[CH:30]=[N:29][C:28]([CH:31]2[CH2:33][CH2:32]2)=[CH:27][N:26]=1. Product: [CH:31]1([C:28]2[N:29]=[CH:30][C:25]([O:1][C@@H:2]3[CH2:17][N:5]4[CH2:6][CH2:7][N:8]([C:10]([O:12][C:13]([CH3:14])([CH3:16])[CH3:15])=[O:11])[CH2:9][C@@H:4]4[CH2:3]3)=[N:26][CH:27]=2)[CH2:33][CH2:32]1. The catalyst class is: 7. (4) Reactant: [ClH:1].C(OC([NH:9][CH2:10][C@H:11]1[CH2:16][CH2:15][C@H:14]([C:17]([NH:19][C@H:20]([C:51](=[O:64])[NH:52][C:53]2[CH:58]=[CH:57][C:56]([C:59]3[N:60]=[N:61][NH:62][N:63]=3)=[CH:55][CH:54]=2)[CH2:21][C:22]2[CH:27]=[CH:26][C:25]([C:28]3[CH:33]=[CH:32][C:31]([F:34])=[C:30]([C:35]([NH:37][CH:38]4[CH2:43][CH2:42][N:41](C(OC(C)(C)C)=O)[CH2:40][CH2:39]4)=[O:36])[CH:29]=3)=[CH:24][CH:23]=2)=[O:18])[CH2:13][CH2:12]1)=O)(C)(C)C. Product: [ClH:1].[NH2:9][CH2:10][C@H:11]1[CH2:12][CH2:13][C@H:14]([C:17]([NH:19][C@H:20]([C:51](=[O:64])[NH:52][C:53]2[CH:54]=[CH:55][C:56]([C:59]3[N:60]=[N:61][NH:62][N:63]=3)=[CH:57][CH:58]=2)[CH2:21][C:22]2[CH:27]=[CH:26][C:25]([C:28]3[CH:33]=[CH:32][C:31]([F:34])=[C:30]([C:35]([NH:37][CH:38]4[CH2:39][CH2:40][NH:41][CH2:42][CH2:43]4)=[O:36])[CH:29]=3)=[CH:24][CH:23]=2)=[O:18])[CH2:15][CH2:16]1. The catalyst class is: 12. (5) Product: [F:2][C:3]([F:13])([F:14])[O:4][C:5]1[CH:6]=[CH:7][C:8]([N:11]2[CH2:16][CH2:17][C:18](=[O:19])[NH:12]2)=[CH:9][CH:10]=1. The catalyst class is: 1. Reactant: Cl.[F:2][C:3]([F:14])([F:13])[O:4][C:5]1[CH:10]=[CH:9][C:8]([NH:11][NH2:12])=[CH:7][CH:6]=1.Cl[CH2:16][CH2:17][C:18](Cl)=[O:19].CCN(C(C)C)C(C)C.